This data is from Forward reaction prediction with 1.9M reactions from USPTO patents (1976-2016). The task is: Predict the product of the given reaction. (1) Given the reactants [C:1]([O:5][C:6](=[O:15])[NH:7][CH2:8][CH:9](Cl)[CH2:10][CH2:11][CH2:12]Cl)([CH3:4])([CH3:3])[CH3:2].O.O.O.O.O.O.O.O.O.[S-2:25].[Na+].[Na+], predict the reaction product. The product is: [C:1]([O:5][C:6](=[O:15])[NH:7][CH2:8][CH:9]1[CH2:10][CH2:11][CH2:12][S:25]1)([CH3:4])([CH3:3])[CH3:2]. (2) Given the reactants [Cl:1][C:2]1[CH:3]=[C:4]([N:8]2[N:12]=[N:11][C:10]([C@@H:13]3[NH:17][C@H:16]([C:18]([O:20]CC)=O)[CH2:15][CH2:14]3)=[N:9]2)[CH:5]=[CH:6][CH:7]=1.Br[CH2:24][C:25](Cl)=[O:26].C([O-])([O-])=O.[Na+].[Na+].[NH3:34].CO, predict the reaction product. The product is: [Cl:1][C:2]1[CH:3]=[C:4]([N:8]2[N:12]=[N:11][C:10]([C@@H:13]3[N:17]4[C:25](=[O:26])[CH2:24][NH:34][C:18](=[O:20])[C@@H:16]4[CH2:15][CH2:14]3)=[N:9]2)[CH:5]=[CH:6][CH:7]=1. (3) Given the reactants [Cl:1][C:2]1[CH:3]=[C:4]2[C:8](=[CH:9][CH:10]=1)[NH:7][CH:6]=[C:5]2[CH2:11][CH2:12][NH:13][C:14](=[O:22])[C:15]1[CH:20]=[CH:19][CH:18]=[C:17](I)[CH:16]=1.[F:23][C:24]([F:35])([F:34])[C:25]1[CH:30]=[CH:29][C:28](B(O)O)=[CH:27][CH:26]=1.C(=O)([O-])[O-].[Na+].[Na+], predict the reaction product. The product is: [Cl:1][C:2]1[CH:3]=[C:4]2[C:8](=[CH:9][CH:10]=1)[NH:7][CH:6]=[C:5]2[CH2:11][CH2:12][NH:13][C:14]([C:15]1[CH:16]=[C:17]([C:28]2[CH:29]=[CH:30][C:25]([C:24]([F:35])([F:34])[F:23])=[CH:26][CH:27]=2)[CH:18]=[CH:19][CH:20]=1)=[O:22]. (4) Given the reactants Br[CH2:2][C:3]([C:5]1[C:6]([C:11]2[CH:16]=[CH:15][CH:14]=[CH:13][CH:12]=2)=[N:7][O:8][C:9]=1[CH3:10])=O.[NH2:17][C:18]1[CH:27]=[CH:26][C:21]([C:22]([O:24][CH3:25])=[O:23])=[CH:20][N:19]=1, predict the reaction product. The product is: [CH3:25][O:24][C:22]([C:21]1[CH:26]=[CH:27][C:18]2[N:19]([CH:2]=[C:3]([C:5]3[C:6]([C:11]4[CH:16]=[CH:15][CH:14]=[CH:13][CH:12]=4)=[N:7][O:8][C:9]=3[CH3:10])[N:17]=2)[CH:20]=1)=[O:23]. (5) Given the reactants C(N1C2C=C(CO)C=CC=2C2C1=CC(CO)=CC=2)CCCCC.C([CH:26]([CH2:45][CH2:46][CH2:47][CH3:48])[CH2:27][N:28]1[C:40]2[CH:39]=[C:38]([CH2:41][Cl:42])[CH:37]=[CH:36][C:35]=2[C:34]2[C:29]1=[CH:30][C:31]([CH2:43][Cl:44])=[CH:32][CH:33]=2)C, predict the reaction product. The product is: [CH2:27]([N:28]1[C:29]2[CH:30]=[C:31]([CH2:43][Cl:44])[CH:32]=[CH:33][C:34]=2[C:35]2[C:40]1=[CH:39][C:38]([CH2:41][Cl:42])=[CH:37][CH:36]=2)[CH2:26][CH2:45][CH2:46][CH2:47][CH3:48]. (6) Given the reactants [CH3:1][O:2][C:3]1[CH:8]=[CH:7][C:6]([CH2:9][C@H:10]([NH:15][C:16]([O:18]C2C=CC([N+]([O-])=O)=CC=2)=O)[C:11]([O:13][CH3:14])=[O:12])=[CH:5][CH:4]=1.C(N(C(C)C)CC)(C)C.Cl.Cl.[NH:39]1[CH:43]=[C:42]([CH2:44][NH2:45])[N:41]=[CH:40]1.O, predict the reaction product. The product is: [NH:39]1[CH:43]=[C:42]([CH2:44][NH:45][C:16](=[O:18])[NH:15][C@@H:10]([CH2:9][C:6]2[CH:5]=[CH:4][C:3]([O:2][CH3:1])=[CH:8][CH:7]=2)[C:11]([O:13][CH3:14])=[O:12])[N:41]=[CH:40]1.